From a dataset of Forward reaction prediction with 1.9M reactions from USPTO patents (1976-2016). Predict the product of the given reaction. (1) Given the reactants [CH2:1]([CH:9]([C:15]([O:17][CH2:18][CH3:19])=[O:16])[C:10]([O:12][CH2:13][CH3:14])=[O:11])[CH2:2][C:3]1[CH:8]=[CH:7][CH:6]=[CH:5][CH:4]=1.[H-].[Na+].[CH2:22](Br)[C:23]1[CH:28]=[CH:27][CH:26]=[CH:25][CH:24]=1, predict the reaction product. The product is: [CH2:22]([C:9]([CH2:1][CH2:2][C:3]1[CH:8]=[CH:7][CH:6]=[CH:5][CH:4]=1)([C:15]([O:17][CH2:18][CH3:19])=[O:16])[C:10]([O:12][CH2:13][CH3:14])=[O:11])[C:23]1[CH:28]=[CH:27][CH:26]=[CH:25][CH:24]=1. (2) Given the reactants C(O)C.C([O-])([O-])=O.[Na+].[Na+].Cl[C:11]1[CH:16]=[N:15][CH:14]=[CH:13][N:12]=1.[CH:17]([C:19]1[CH:24]=[CH:23][C:22](B(O)O)=[CH:21][CH:20]=1)=[O:18], predict the reaction product. The product is: [N:12]1[CH:13]=[CH:14][N:15]=[CH:16][C:11]=1[C:22]1[CH:23]=[CH:24][C:19]([CH:17]=[O:18])=[CH:20][CH:21]=1. (3) Given the reactants [CH2:1]([O:8][C:9]1[C:10]([NH2:16])=[N:11][C:12]([Br:15])=[CH:13][CH:14]=1)[C:2]1[CH:7]=[CH:6][CH:5]=[CH:4][CH:3]=1.Cl[CH2:18][CH:19]=O, predict the reaction product. The product is: [CH2:1]([O:8][C:9]1[C:10]2[N:11]([CH:18]=[CH:19][N:16]=2)[C:12]([Br:15])=[CH:13][CH:14]=1)[C:2]1[CH:7]=[CH:6][CH:5]=[CH:4][CH:3]=1. (4) The product is: [NH2:41][C:42]1[N:43]=[CH:44][C:45]([C:29]2[CH:28]=[CH:27][C:26]([C:9]3[N:8]([C:5]4[CH:6]=[CH:7][C:2]([Cl:1])=[CH:3][CH:4]=4)[C:16](=[O:17])[C:15]4[N:14]=[CH:13][N:12]([C:18]5[CH:19]=[C:20]([CH:23]=[CH:24][CH:25]=5)[C:21]#[N:22])[C:11]=4[N:10]=3)=[CH:31][CH:30]=2)=[CH:46][CH:47]=1. Given the reactants [Cl:1][C:2]1[CH:7]=[CH:6][C:5]([N:8]2[C:16](=[O:17])[C:15]3[N:14]=[CH:13][N:12]([C:18]4[CH:19]=[C:20]([CH:23]=[CH:24][CH:25]=4)[C:21]#[N:22])[C:11]=3[N:10]=[C:9]2[C:26]2[CH:31]=[CH:30][C:29](B3OC(C)(C)C(C)(C)O3)=[CH:28][CH:27]=2)=[CH:4][CH:3]=1.[NH2:41][C:42]1[CH:47]=[CH:46][C:45](Br)=[CH:44][N:43]=1.C(=O)([O-])[O-].[Cs+].[Cs+], predict the reaction product.